From a dataset of Reaction yield outcomes from USPTO patents with 853,638 reactions. Predict the reaction yield, written as a fraction of the theoretical maximum amount of product (1.0 means a 100% yield; for example, 0.34 means a 34% yield). (1) The reactants are [Cl:1][C:2]1[CH:7]=[CH:6][CH:5]=[C:4]([Cl:8])[C:3]=1[C:9]1[C:13]([CH2:14][OH:15])=[C:12]([CH:16]([CH3:18])[CH3:17])[O:11][N:10]=1. The catalyst is ClCCl. The product is [Cl:8][C:4]1[CH:5]=[CH:6][CH:7]=[C:2]([Cl:1])[C:3]=1[C:9]1[C:13]([CH:14]=[O:15])=[C:12]([CH:16]([CH3:18])[CH3:17])[O:11][N:10]=1. The yield is 0.940. (2) The yield is 0.390. The reactants are C(=O)(O)[O-].[Na+].[CH2:6]([NH:13][CH2:14][CH2:15][C:16]1[CH:31]=[CH:30][C:19]([O:20][C:21]2[CH:29]=[CH:28][C:24]([C:25]([NH2:27])=[O:26])=[CH:23][N:22]=2)=[CH:18][CH:17]=1)[C:7]1[CH:12]=[CH:11][CH:10]=[CH:9][CH:8]=1.Br[CH2:33][CH2:34][C:35]1[CH:40]=[CH:39][CH:38]=[CH:37][CH:36]=1.CN(C=O)C. The product is [CH2:6]([N:13]([CH2:33][CH2:34][C:35]1[CH:40]=[CH:39][CH:38]=[CH:37][CH:36]=1)[CH2:14][CH2:15][C:16]1[CH:31]=[CH:30][C:19]([O:20][C:21]2[CH:29]=[CH:28][C:24]([C:25]([NH2:27])=[O:26])=[CH:23][N:22]=2)=[CH:18][CH:17]=1)[C:7]1[CH:8]=[CH:9][CH:10]=[CH:11][CH:12]=1. The catalyst is O. (3) The reactants are [C:1]([C:5]1[CH:29]=[CH:28][C:8]([C:9]([NH:11][C:12]2[CH:17]=[CH:16][CH:15]=[C:14](B3OC(C)(C)C(C)(C)O3)[C:13]=2[CH3:27])=[O:10])=[CH:7][CH:6]=1)([CH3:4])([CH3:3])[CH3:2].Cl[C:31]1[CH:36]=[CH:35][N:34]=[C:33]2[NH:37][C:38]([C:40]3[CH:48]=[CH:47][C:43]([C:44]([OH:46])=[O:45])=[CH:42][CH:41]=3)=[N:39][C:32]=12.CC(O)C.O.C(=O)([O-])[O-].[K+].[K+]. The catalyst is C1C=CC([P]([Pd]([P](C2C=CC=CC=2)(C2C=CC=CC=2)C2C=CC=CC=2)([P](C2C=CC=CC=2)(C2C=CC=CC=2)C2C=CC=CC=2)[P](C2C=CC=CC=2)(C2C=CC=CC=2)C2C=CC=CC=2)(C2C=CC=CC=2)C2C=CC=CC=2)=CC=1. The product is [C:1]([C:5]1[CH:29]=[CH:28][C:8]([C:9]([NH:11][C:12]2[C:13]([CH3:27])=[C:14]([C:31]3[CH:36]=[CH:35][N:34]=[C:33]4[NH:37][C:38]([C:40]5[CH:48]=[CH:47][C:43]([C:44]([OH:46])=[O:45])=[CH:42][CH:41]=5)=[N:39][C:32]=34)[CH:15]=[CH:16][CH:17]=2)=[O:10])=[CH:7][CH:6]=1)([CH3:4])([CH3:2])[CH3:3]. The yield is 0.0570.